Dataset: Catalyst prediction with 721,799 reactions and 888 catalyst types from USPTO. Task: Predict which catalyst facilitates the given reaction. The catalyst class is: 94. Product: [CH3:18][O:17][C:10]1([CH2:9][NH2:8])[CH2:11][O:12][CH2:13][CH2:14][O:15][CH2:16]1. Reactant: C([N:8](CC1C=CC=CC=1)[CH2:9][C:10]1([O:17][CH3:18])[CH2:16][O:15][CH2:14][CH2:13][O:12][CH2:11]1)C1C=CC=CC=1.[H][H].